Predict the reaction yield, written as a fraction of the theoretical maximum amount of product (1.0 means a 100% yield; for example, 0.34 means a 34% yield). From a dataset of Reaction yield outcomes from USPTO patents with 853,638 reactions. The reactants are [NH2:1][C:2]1[N:7]([CH2:8][CH2:9][CH2:10][CH3:11])[C:6](=[O:12])[N:5]([CH2:13][C:14]2[CH:19]=[CH:18][CH:17]=[CH:16][C:15]=2[F:20])[C:4](=[O:21])[C:3]=1[NH:22][C:23](=O)[CH2:24][C:25]1[CH:30]=[CH:29][C:28]([S:31](=[O:40])(=[O:39])[NH:32][C:33]2[CH:38]=[CH:37][CH:36]=[CH:35][N:34]=2)=[CH:27][CH:26]=1.[OH-].[Na+]. The catalyst is CO. The product is [CH2:8]([N:7]1[C:2]2[N:1]=[C:23]([CH2:24][C:25]3[CH:26]=[CH:27][C:28]([S:31]([NH:32][C:33]4[CH:38]=[CH:37][CH:36]=[CH:35][N:34]=4)(=[O:39])=[O:40])=[CH:29][CH:30]=3)[NH:22][C:3]=2[C:4](=[O:21])[N:5]([CH2:13][C:14]2[CH:19]=[CH:18][CH:17]=[CH:16][C:15]=2[F:20])[C:6]1=[O:12])[CH2:9][CH2:10][CH3:11]. The yield is 0.260.